This data is from Catalyst prediction with 721,799 reactions and 888 catalyst types from USPTO. The task is: Predict which catalyst facilitates the given reaction. (1) Reactant: CN([CH:4]=[C:5]1[C:10](=[O:11])[CH:9]=[C:8]([CH3:12])[O:7][C:6]1=[O:13])C.[CH:14]([NH2:17])([CH3:16])[CH3:15].CC(C)([O-])C.[Na+]. Product: [CH:14]([N:17]1[C:8]([CH3:12])=[CH:9][C:10](=[O:11])[C:5]([C:6]([OH:13])=[O:7])=[CH:4]1)([CH3:16])[CH3:15]. The catalyst class is: 8. (2) Reactant: [CH2:1]([Si:4]([CH2:30][CH:31]=[CH2:32])([CH2:27][CH:28]=[CH2:29])[CH2:5][CH2:6][CH2:7][Si:8]([CH2:14][CH2:15][CH2:16][Si:17]([CH2:24][CH:25]=[CH2:26])([CH2:21][CH:22]=[CH2:23])[CH2:18][CH:19]=[CH2:20])([C:10]([CH3:13])([CH3:12])[CH3:11])[OH:9])[CH:2]=[CH2:3].[CH2:33](N(CC)CC)C.C(OCC)C.Cl. Product: [CH2:21]([Si:17]([CH2:18][CH:19]=[CH2:20])([CH2:24][CH:25]=[CH2:26])[CH2:16][CH2:15][CH2:14][Si:8]([CH2:7][CH2:6][CH2:5][Si:4]([CH2:1][CH:2]=[CH2:3])([CH2:30][CH:31]=[CH2:32])[CH2:27][CH:28]=[CH2:29])([C:10]([CH3:11])([CH3:12])[CH3:13])[O:9][CH3:33])[CH:22]=[CH2:23]. The catalyst class is: 1. (3) Reactant: [NH2:1][C:2]1[N:7]=[CH:6][C:5]([CH2:8][C@@H:9]2[CH2:13][CH2:12][C@H:11]([C@H:14]([O:21][Si](C(C)(C)C)(C)C)[C:15]3[CH:20]=[CH:19][CH:18]=[CH:17][CH:16]=3)[N:10]2[C:29]([O:31][C:32]([CH3:35])([CH3:34])[CH3:33])=[O:30])=[CH:4][CH:3]=1.CCCC[N+](CCCC)(CCCC)CCCC.[F-]. Product: [NH2:1][C:2]1[N:7]=[CH:6][C:5]([CH2:8][C@@H:9]2[CH2:13][CH2:12][C@H:11]([C@H:14]([OH:21])[C:15]3[CH:16]=[CH:17][CH:18]=[CH:19][CH:20]=3)[N:10]2[C:29]([O:31][C:32]([CH3:35])([CH3:34])[CH3:33])=[O:30])=[CH:4][CH:3]=1. The catalyst class is: 1. (4) The catalyst class is: 3. Product: [C:43]1([NH:45][C:14]([C:13]2[CH:12]=[CH:11][C:10]([N:6]3[C:7](=[O:9])[CH2:8][C:2](=[O:1])[NH:3][C:4]4[C:26]5[C:21]([CH:20]=[CH:19][C:5]3=4)=[CH:22][CH:23]=[CH:24][CH:25]=5)=[CH:18][CH:17]=2)=[O:15])[CH:44]=[CH:39][CH:40]=[CH:41][CH:42]=1. Reactant: [O:1]=[C:2]1[CH2:8][C:7](=[O:9])[N:6]([C:10]2[CH:18]=[CH:17][C:13]([C:14](O)=[O:15])=[CH:12][CH:11]=2)[C:5]2[CH:19]=[CH:20][C:21]3[C:26]([C:4]=2[NH:3]1)=[CH:25][CH:24]=[CH:23][CH:22]=3.CCN=C=NCCCN(C)C.Cl.[CH:39]1[CH:40]=[CH:41][C:42]2N(O)N=[N:45][C:43]=2[CH:44]=1.CN1CCOCC1.NC1C=CC=CC=1. (5) Reactant: [O:1]1[C:5]2[CH:6]=[CH:7][C:8]([S:10]([N:13]([CH2:45][CH:46]([CH3:48])[CH3:47])[CH2:14][C@@H:15]([OH:44])[C@@H:16]([NH:32][C:33](=[O:43])[O:34][C@@H:35]3[C@H:42]4[C@H:38]([O:39][CH2:40][CH2:41]4)[O:37][CH2:36]3)[CH2:17][C:18]3[CH:23]=[CH:22][C:21]([O:24]CC4C=CC=CC=4)=[CH:20][CH:19]=3)(=[O:12])=[O:11])=[CH:9][C:4]=2[O:3][CH2:2]1. Product: [O:1]1[C:5]2[CH:6]=[CH:7][C:8]([S:10]([N:13]([CH2:45][CH:46]([CH3:48])[CH3:47])[CH2:14][C@@H:15]([OH:44])[C@@H:16]([NH:32][C:33](=[O:43])[O:34][C@@H:35]3[C@H:42]4[C@H:38]([O:39][CH2:40][CH2:41]4)[O:37][CH2:36]3)[CH2:17][C:18]3[CH:23]=[CH:22][C:21]([OH:24])=[CH:20][CH:19]=3)(=[O:12])=[O:11])=[CH:9][C:4]=2[O:3][CH2:2]1. The catalyst class is: 123. (6) Reactant: Br[CH:2]1[C:11]2[C:6](=[N:7][C:8]([C:18]3[CH:23]=[CH:22][CH:21]=[CH:20][CH:19]=3)=[C:9]([C:12]3[CH:17]=[CH:16][CH:15]=[CH:14][CH:13]=3)[N:10]=2)[N:5]([C:24]([O:26][C:27]([CH3:30])([CH3:29])[CH3:28])=[O:25])[CH2:4][CH2:3]1.[CH3:31][NH:32][CH3:33].O. Product: [CH3:31][N:32]([CH3:33])[CH:2]1[C:11]2[C:6](=[N:7][C:8]([C:18]3[CH:23]=[CH:22][CH:21]=[CH:20][CH:19]=3)=[C:9]([C:12]3[CH:17]=[CH:16][CH:15]=[CH:14][CH:13]=3)[N:10]=2)[N:5]([C:24]([O:26][C:27]([CH3:30])([CH3:29])[CH3:28])=[O:25])[CH2:4][CH2:3]1. The catalyst class is: 8. (7) Reactant: C([N:8]1[CH2:13][CH2:12][N:11]2[C:14]([CH2:17][NH:18][C:19](=[O:25])[O:20][C:21]([CH3:24])([CH3:23])[CH3:22])=[N:15][CH:16]=[C:10]2[CH2:9]1)C1C=CC=CC=1.CC(OC(OC(OC(C)(C)C)=O)=O)(C)C. Product: [CH:16]1[N:15]=[C:14]([CH2:17][NH:18][C:19](=[O:25])[O:20][C:21]([CH3:23])([CH3:22])[CH3:24])[N:11]2[CH2:12][CH2:13][NH:8][CH2:9][C:10]=12. The catalyst class is: 563.